Dataset: Reaction yield outcomes from USPTO patents with 853,638 reactions. Task: Predict the reaction yield, written as a fraction of the theoretical maximum amount of product (1.0 means a 100% yield; for example, 0.34 means a 34% yield). (1) The reactants are [NH:1]1[C:5]2[N:6]=[CH:7][CH:8]=[C:9]([C:10]#N)[C:4]=2[CH:3]=[CH:2]1.CC(C[Al]CC(C)C)C.CC(C[AlH]CC(C)C)C.Cl.C([O-])(O)=[O:32].[Na+]. The catalyst is C1COCC1. The product is [NH:1]1[C:5]2[N:6]=[CH:7][CH:8]=[C:9]([CH:10]=[O:32])[C:4]=2[CH:3]=[CH:2]1. The yield is 0.520. (2) The reactants are [Br:1][C:2]1[CH:3]=[CH:4][C:5]2[O:14][C:13]3[C:12](=[O:15])[NH:11][C:10](=[S:16])[NH:9][C:8]=3[C:6]=2[CH:7]=1.[OH-].[Na+].I[CH3:20]. No catalyst specified. The product is [Br:1][C:2]1[CH:3]=[CH:4][C:5]2[O:14][C:13]3[C:12](=[O:15])[NH:11][C:10]([S:16][CH3:20])=[N:9][C:8]=3[C:6]=2[CH:7]=1. The yield is 0.790. (3) The reactants are [CH:1]([C:3]1[CH:8]=[CH:7][C:6]([N:9]2[CH:13]=[N:12][CH:11]=[N:10]2)=[CH:5][CH:4]=1)=[CH2:2].[Li][CH2:15]CCC.CI. The catalyst is C1COCC1. The product is [CH3:15][C:13]1[N:9]([C:6]2[CH:5]=[CH:4][C:3]([CH:1]=[CH2:2])=[CH:8][CH:7]=2)[N:10]=[CH:11][N:12]=1. The yield is 0.460. (4) The reactants are [C:1]([C:5]1[CH:6]=[C:7]2[C:12](=[C:13](F)[CH:14]=1)[C:11](=[O:16])[N:10]([C:17]1[CH:22]=[CH:21][CH:20]=[C:19]([Cl:23])[C:18]=1[CH2:24][OH:25])[N:9]=[CH:8]2)([CH3:4])([CH3:3])[CH3:2].[C-:26]#[N:27].[Na+]. The catalyst is CS(C)=O. The product is [C:1]([C:5]1[CH:14]=[C:13]([C:26]#[N:27])[C:12]2[C:11](=[O:16])[N:10]([C:17]3[CH:22]=[CH:21][CH:20]=[C:19]([Cl:23])[C:18]=3[CH2:24][OH:25])[N:9]=[CH:8][C:7]=2[CH:6]=1)([CH3:4])([CH3:3])[CH3:2]. The yield is 0.570. (5) The reactants are [CH3:1][C:2]1[O:6][N:5]=[C:4]([C:7]2[CH:12]=[CH:11][CH:10]=[CH:9][CH:8]=2)[C:3]=1[CH2:13][OH:14].Cl[C:16]1[CH:17]=[CH:18][C:19]2[N:20]([C:22]([CH3:25])=[N:23][N:24]=2)[N:21]=1. The yield is 0.410. No catalyst specified. The product is [CH3:25][C:22]1[N:20]2[N:21]=[C:16]([O:14][CH2:13][C:3]3[C:4]([C:7]4[CH:12]=[CH:11][CH:10]=[CH:9][CH:8]=4)=[N:5][O:6][C:2]=3[CH3:1])[CH:17]=[CH:18][C:19]2=[N:24][N:23]=1.